Dataset: Experimentally validated miRNA-target interactions with 360,000+ pairs, plus equal number of negative samples. Task: Binary Classification. Given a miRNA mature sequence and a target amino acid sequence, predict their likelihood of interaction. (1) The miRNA is hsa-miR-6772-3p with sequence UUGCUCCUGACUCUGUGCCCACA. The protein sequence of the target gene is MPNFCAAPNCTRKSTQSDLAFFRFPRDPARCQKWVENCRRADLEDKTPDQLNKHYRLCAKHFETSMICRTSPYRTVLRDNAIPTIFDLTSHLNNPHSRHRKRIKELSEDEIRTLKQKKIEETSEQEQETNTNAQNPSAEAVNQQDANVLPLTLEEKENKEYLKSLFEILVLMGKQNIPLDGHEADEVPEGLFAPDNFQALLECRINSGEEVLRKRFEATAVNTLFCSKTQQRHMLEICESCIREETLREVRDSHFFSIITDDVVDIAGEEHLPVLVRFVDDAHNLREEFVGFLPYEADAE.... Result: 0 (no interaction). (2) The protein sequence of the target gene is MSQRDTLVHLFAGGCGGTVGAILTCPLEVVKTRLQSSSVTLYISEVQLNTMAGASVNRVVSPGPLHCLKVILEKEGPRSLFRGLGPNLVGVAPSRAIYFAAYSNCKEKLNDVFDPDSTQVHMISAAMAGFTAITATNPIWLIKTRLQLDARNRGERRMGAFECVRKVYQTDGLKGFYRGMSASYAGISETVIHFVIYESIKQKLLEYKTASTMENDEESVKEASDFVGMMLAAATSKTCATTIAYPHEVVRTRLREEGTKYRSFFQTLSLLVQEEGYGSLYRGLTTHLVRQIPNTAIMMA.... Result: 1 (interaction). The miRNA is hsa-miR-3153 with sequence GGGGAAAGCGAGUAGGGACAUUU.